Dataset: NCI-60 drug combinations with 297,098 pairs across 59 cell lines. Task: Regression. Given two drug SMILES strings and cell line genomic features, predict the synergy score measuring deviation from expected non-interaction effect. (1) Drug 1: CC(CN1CC(=O)NC(=O)C1)N2CC(=O)NC(=O)C2. Drug 2: CCN(CC)CCNC(=O)C1=C(NC(=C1C)C=C2C3=C(C=CC(=C3)F)NC2=O)C. Cell line: NCIH23. Synergy scores: CSS=11.9, Synergy_ZIP=-1.05, Synergy_Bliss=3.42, Synergy_Loewe=-0.381, Synergy_HSA=0.0956. (2) Drug 1: C1CN1P(=S)(N2CC2)N3CC3. Drug 2: C1=NNC2=C1C(=O)NC=N2. Cell line: KM12. Synergy scores: CSS=11.3, Synergy_ZIP=-0.790, Synergy_Bliss=1.52, Synergy_Loewe=1.19, Synergy_HSA=1.93. (3) Drug 1: CNC(=O)C1=CC=CC=C1SC2=CC3=C(C=C2)C(=NN3)C=CC4=CC=CC=N4. Drug 2: CC1CCC2CC(C(=CC=CC=CC(CC(C(=O)C(C(C(=CC(C(=O)CC(OC(=O)C3CCCCN3C(=O)C(=O)C1(O2)O)C(C)CC4CCC(C(C4)OC)O)C)C)O)OC)C)C)C)OC. Cell line: MALME-3M. Synergy scores: CSS=26.5, Synergy_ZIP=0.0922, Synergy_Bliss=0.301, Synergy_Loewe=-14.8, Synergy_HSA=0.0229. (4) Drug 1: CS(=O)(=O)C1=CC(=C(C=C1)C(=O)NC2=CC(=C(C=C2)Cl)C3=CC=CC=N3)Cl. Drug 2: CC1=C2C(C(=O)C3(C(CC4C(C3C(C(C2(C)C)(CC1OC(=O)C(C(C5=CC=CC=C5)NC(=O)C6=CC=CC=C6)O)O)OC(=O)C7=CC=CC=C7)(CO4)OC(=O)C)O)C)OC(=O)C. Cell line: HOP-92. Synergy scores: CSS=29.7, Synergy_ZIP=1.44, Synergy_Bliss=0.456, Synergy_Loewe=-19.7, Synergy_HSA=0.637. (5) Drug 1: CC(CN1CC(=O)NC(=O)C1)N2CC(=O)NC(=O)C2. Drug 2: CC1C(C(CC(O1)OC2CC(CC3=C2C(=C4C(=C3O)C(=O)C5=C(C4=O)C(=CC=C5)OC)O)(C(=O)C)O)N)O.Cl. Cell line: K-562. Synergy scores: CSS=31.2, Synergy_ZIP=-4.29, Synergy_Bliss=-0.387, Synergy_Loewe=-5.21, Synergy_HSA=2.28. (6) Drug 1: CC1=C(C=C(C=C1)C(=O)NC2=CC(=CC(=C2)C(F)(F)F)N3C=C(N=C3)C)NC4=NC=CC(=N4)C5=CN=CC=C5. Drug 2: C1=CC=C(C(=C1)C(C2=CC=C(C=C2)Cl)C(Cl)Cl)Cl. Cell line: SNB-75. Synergy scores: CSS=-0.285, Synergy_ZIP=-0.662, Synergy_Bliss=-0.715, Synergy_Loewe=-2.26, Synergy_HSA=-1.93. (7) Drug 1: C1CCN(CC1)CCOC2=CC=C(C=C2)C(=O)C3=C(SC4=C3C=CC(=C4)O)C5=CC=C(C=C5)O. Drug 2: C(CCl)NC(=O)N(CCCl)N=O. Cell line: HOP-62. Synergy scores: CSS=-4.45, Synergy_ZIP=4.83, Synergy_Bliss=1.80, Synergy_Loewe=-5.98, Synergy_HSA=-5.50.